This data is from Full USPTO retrosynthesis dataset with 1.9M reactions from patents (1976-2016). The task is: Predict the reactants needed to synthesize the given product. The reactants are: [NH2:1][C:2]1[C:7]2[C:8]([C:11]3[CH:16]=[CH:15][C:14]([NH:17][C:18]([C:20]4[N:21]([CH3:29])[C:22]5[C:27]([CH:28]=4)=[CH:26][CH:25]=[CH:24][CH:23]=5)=[O:19])=[C:13]([O:30][CH3:31])[CH:12]=3)=[CH:9][S:10][C:6]=2[C:5](I)=[CH:4][N:3]=1.CC(C)([O-])C.[Na+].C1OCCOCCOCCOCCOCCOC1.[C:57](=[NH:70])([C:64]1[CH:69]=[CH:68][CH:67]=[CH:66][CH:65]=1)[C:58]1[CH:63]=[CH:62][CH:61]=[CH:60][CH:59]=1. Given the product [NH2:1][C:2]1[C:7]2[C:8]([C:11]3[CH:16]=[CH:15][C:14]([NH:17][C:18]([C:20]4[N:21]([CH3:29])[C:22]5[C:27]([CH:28]=4)=[CH:26][CH:25]=[CH:24][CH:23]=5)=[O:19])=[C:13]([O:30][CH3:31])[CH:12]=3)=[CH:9][S:10][C:6]=2[C:5]([N:70]=[C:57]([C:58]2[CH:63]=[CH:62][CH:61]=[CH:60][CH:59]=2)[C:64]2[CH:69]=[CH:68][CH:67]=[CH:66][CH:65]=2)=[CH:4][N:3]=1, predict the reactants needed to synthesize it.